Regression. Given two drug SMILES strings and cell line genomic features, predict the synergy score measuring deviation from expected non-interaction effect. From a dataset of NCI-60 drug combinations with 297,098 pairs across 59 cell lines. (1) Drug 1: CNC(=O)C1=CC=CC=C1SC2=CC3=C(C=C2)C(=NN3)C=CC4=CC=CC=N4. Drug 2: CC1=CC=C(C=C1)C2=CC(=NN2C3=CC=C(C=C3)S(=O)(=O)N)C(F)(F)F. Cell line: 786-0. Synergy scores: CSS=4.68, Synergy_ZIP=-1.30, Synergy_Bliss=3.17, Synergy_Loewe=2.58, Synergy_HSA=2.87. (2) Drug 1: CC1=C(C(CCC1)(C)C)C=CC(=CC=CC(=CC(=O)O)C)C. Drug 2: CC1=C(C=C(C=C1)C(=O)NC2=CC(=CC(=C2)C(F)(F)F)N3C=C(N=C3)C)NC4=NC=CC(=N4)C5=CN=CC=C5. Cell line: OVCAR-8. Synergy scores: CSS=-0.829, Synergy_ZIP=-1.51, Synergy_Bliss=-5.11, Synergy_Loewe=-5.95, Synergy_HSA=-4.98. (3) Drug 1: CC1=C(C(CCC1)(C)C)C=CC(=CC=CC(=CC(=O)O)C)C. Drug 2: C(CC(=O)O)C(=O)CN.Cl. Cell line: SW-620. Synergy scores: CSS=-5.33, Synergy_ZIP=1.92, Synergy_Bliss=-0.194, Synergy_Loewe=-3.26, Synergy_HSA=-3.85. (4) Drug 1: CCN(CC)CCCC(C)NC1=C2C=C(C=CC2=NC3=C1C=CC(=C3)Cl)OC. Drug 2: C1CN(CCN1C(=O)CCBr)C(=O)CCBr. Cell line: HT29. Synergy scores: CSS=34.6, Synergy_ZIP=-1.62, Synergy_Bliss=1.86, Synergy_Loewe=-9.43, Synergy_HSA=2.12. (5) Drug 1: C1C(C(OC1N2C=C(C(=O)NC2=O)F)CO)O. Drug 2: C#CCC(CC1=CN=C2C(=N1)C(=NC(=N2)N)N)C3=CC=C(C=C3)C(=O)NC(CCC(=O)O)C(=O)O. Cell line: UACC-257. Synergy scores: CSS=67.3, Synergy_ZIP=6.70, Synergy_Bliss=3.72, Synergy_Loewe=-5.11, Synergy_HSA=3.05. (6) Drug 1: C1=CC(=CC=C1CCCC(=O)O)N(CCCl)CCCl. Drug 2: CCC1=C2CN3C(=CC4=C(C3=O)COC(=O)C4(CC)O)C2=NC5=C1C=C(C=C5)O. Cell line: HL-60(TB). Synergy scores: CSS=92.3, Synergy_ZIP=8.30, Synergy_Bliss=8.15, Synergy_Loewe=8.87, Synergy_HSA=12.0. (7) Drug 1: C1CCC(CC1)NC(=O)N(CCCl)N=O. Drug 2: CCC(=C(C1=CC=CC=C1)C2=CC=C(C=C2)OCCN(C)C)C3=CC=CC=C3.C(C(=O)O)C(CC(=O)O)(C(=O)O)O. Cell line: M14. Synergy scores: CSS=16.3, Synergy_ZIP=3.62, Synergy_Bliss=7.32, Synergy_Loewe=5.82, Synergy_HSA=5.78.